Dataset: Full USPTO retrosynthesis dataset with 1.9M reactions from patents (1976-2016). Task: Predict the reactants needed to synthesize the given product. (1) Given the product [CH3:10][O:9][C:7]1[CH:6]=[C:5]([C:11]([C@@H:13]2[C@:22]3([CH3:23])[C@H:17]([C:18]([CH3:25])([CH3:24])[CH2:19][CH2:20][CH2:21]3)[CH2:16][C@@H:15]([NH:26][C:67](=[O:68])[C:63]3[CH:64]=[CH:65][CH:66]=[C:61]([CH3:70])[CH:62]=3)[C@H:14]2[CH3:27])=[O:12])[CH:4]=[C:3]([O:2][CH3:1])[CH:8]=1, predict the reactants needed to synthesize it. The reactants are: [CH3:1][O:2][C:3]1[CH:4]=[C:5]([C:11]([C@@H:13]2[C@:22]3([CH3:23])[C@H:17]([C:18]([CH3:25])([CH3:24])[CH2:19][CH2:20][CH2:21]3)[CH2:16][C@@H:15]([NH2:26])[C@H:14]2[CH3:27])=[O:12])[CH:6]=[C:7]([O:9][CH3:10])[CH:8]=1.F[P-](F)(F)(F)(F)F.N1(O[P+](N2CCCC2)(N2CCCC2)N2CCCC2)C2C=CC=CC=2N=N1.[C:61]1([CH3:70])[CH:66]=[CH:65][CH:64]=[C:63]([C:67](O)=[O:68])[CH:62]=1.C(N(CC)C(C)C)(C)C. (2) Given the product [Br:16][CH2:9][C:6]1[C:5]([C:11]([F:14])([F:13])[F:12])=[N:4][N:3]([CH2:1][CH3:2])[C:7]=1[F:8], predict the reactants needed to synthesize it. The reactants are: [CH2:1]([N:3]1[C:7]([F:8])=[C:6]([CH2:9]O)[C:5]([C:11]([F:14])([F:13])[F:12])=[N:4]1)[CH3:2].P(Br)(Br)[Br:16].